Dataset: Full USPTO retrosynthesis dataset with 1.9M reactions from patents (1976-2016). Task: Predict the reactants needed to synthesize the given product. (1) Given the product [CH3:1][O:2][C:3](=[O:11])[C:4](=[CH2:10])[CH:5]([O:9][C:12](=[O:14])[CH3:13])[CH2:6][CH2:7][CH3:8], predict the reactants needed to synthesize it. The reactants are: [CH3:1][O:2][C:3](=[O:11])[C:4](=[CH2:10])[CH:5]([OH:9])[CH2:6][CH2:7][CH3:8].[C:12](OC(=O)C)(=[O:14])[CH3:13].Cl. (2) Given the product [C:1]([C:5]1[CH:10]=[CH:9][C:8]([CH2:14][CH2:15][CH2:16][CH3:17])=[CH:7][CH:6]=1)([CH3:4])([CH3:3])[CH3:2], predict the reactants needed to synthesize it. The reactants are: [C:1]([C:5]1[CH:10]=[CH:9][C:8](Br)=[CH:7][CH:6]=1)([CH3:4])([CH3:3])[CH3:2].[F-].[K+].[CH2:14](B(O)O)[CH2:15][CH2:16][CH3:17]. (3) The reactants are: [F:1][C:2]1[CH:7]=[CH:6][C:5]([N:8]2[C:12]([CH2:13][O:14][C:15]3[N:20]=[N:19][C:18]([C:21]([OH:23])=O)=[CH:17][CH:16]=3)=[C:11]([CH3:24])[N:10]=[N:9]2)=[CH:4][CH:3]=1.[CH3:25][C:26]1([NH2:30])[CH2:29][O:28][CH2:27]1. Given the product [CH3:25][C:26]1([NH:30][C:21]([C:18]2[N:19]=[N:20][C:15]([O:14][CH2:13][C:12]3[N:8]([C:5]4[CH:4]=[CH:3][C:2]([F:1])=[CH:7][CH:6]=4)[N:9]=[N:10][C:11]=3[CH3:24])=[CH:16][CH:17]=2)=[O:23])[CH2:29][O:28][CH2:27]1, predict the reactants needed to synthesize it. (4) Given the product [Br:21][C:4]1[C:3]([OH:9])=[C:2]([F:1])[C:7]([F:8])=[CH:6][CH:5]=1, predict the reactants needed to synthesize it. The reactants are: [F:1][C:2]1[C:7]([F:8])=[CH:6][CH:5]=[CH:4][C:3]=1[OH:9].C(N)(C)C.C1C(=O)N([Br:21])C(=O)C1. (5) Given the product [CH2:1]([O:3][C:4](=[O:13])[C:5]1[CH:10]=[C:9]([Cl:11])[CH:8]=[C:7]([Cl:16])[N:6]=1)[CH3:2], predict the reactants needed to synthesize it. The reactants are: [CH2:1]([O:3][C:4](=[O:13])[C:5]1[N+:6]([O-])=[CH:7][CH:8]=[C:9]([Cl:11])[CH:10]=1)[CH3:2].P(Cl)(Cl)([Cl:16])=O. (6) The reactants are: [C:1]([Si:5]([O:8][C:9]1[CH:14]=[C:13]([O:15][CH2:16][CH3:17])[CH:12]=[CH:11][C:10]=1[F:18])([CH3:7])[CH3:6])([CH3:4])([CH3:3])[CH3:2].CN(C)CCN(C)CCN(C)C.C([Li])CCC.CCCCCC.C[O:43][B:44](OC)[O:45]C. Given the product [Si:5]([O:8][C:9]1[C:10]([F:18])=[C:11]([B:44]([OH:45])[OH:43])[CH:12]=[C:13]([O:15][CH2:16][CH3:17])[CH:14]=1)([C:1]([CH3:4])([CH3:3])[CH3:2])([CH3:7])[CH3:6], predict the reactants needed to synthesize it. (7) Given the product [CH2:44]([N:41]1[CH2:42][CH2:43][N:38]([C:36]([C@@H:34]2[CH2:35][C@H:32]([NH:31][C:30]([C@:14]34[CH2:26][CH2:25][C@@H:24]([C:27]([CH3:29])=[CH2:28])[C@@H:15]3[C@@H:16]3[C@@:11]([CH3:49])([CH2:12][CH2:13]4)[C@@:10]4([CH3:50])[C@@H:19]([C@:20]5([CH3:23])[C@@H:7]([CH2:8][CH2:9]4)[C:6]([CH3:51])([CH3:52])[C@@H:5]([OH:4])[CH2:22][CH2:21]5)[CH2:18][CH2:17]3)=[O:48])[C:33]2([CH3:46])[CH3:47])=[O:37])[CH2:39][CH2:40]1)[CH3:45], predict the reactants needed to synthesize it. The reactants are: C([O:4][C@H:5]1[CH2:22][CH2:21][C@@:20]2([CH3:23])[C@@H:7]([CH2:8][CH2:9][C@:10]3([CH3:50])[C@@H:19]2[CH2:18][CH2:17][C@H:16]2[C@@:11]3([CH3:49])[CH2:12][CH2:13][C@@:14]3([C:30](=[O:48])[NH:31][C@H:32]4[CH2:35][C@@H:34]([C:36]([N:38]5[CH2:43][CH2:42][N:41]([CH2:44][CH3:45])[CH2:40][CH2:39]5)=[O:37])[C:33]4([CH3:47])[CH3:46])[CH2:26][CH2:25][C@@H:24]([C:27]([CH3:29])=[CH2:28])[C@@H:15]32)[C:6]1([CH3:52])[CH3:51])(=O)C.[OH-].[Na+].